Dataset: Catalyst prediction with 721,799 reactions and 888 catalyst types from USPTO. Task: Predict which catalyst facilitates the given reaction. Reactant: [CH3:1][CH2:2][CH2:3][CH:4]([NH:8][C:9](=[O:18])[C:10]1[CH:15]=[CH:14][C:13]([OH:16])=[C:12]([OH:17])[CH:11]=1)[CH2:5][CH2:6][CH3:7].C(=O)([O-])[O-].[K+].[K+].[CH2:25]([O:27][C:28](=[O:31])[C:29]#[CH:30])[CH3:26]. Product: [CH3:1][CH2:2][CH2:3][CH:4]([NH:8][C:9]([C:10]1[CH:15]=[CH:14][C:13]2[O:16][CH:30]([CH2:29][C:28]([O:27][CH2:25][CH3:26])=[O:31])[O:17][C:12]=2[CH:11]=1)=[O:18])[CH2:5][CH2:6][CH3:7]. The catalyst class is: 21.